Dataset: Forward reaction prediction with 1.9M reactions from USPTO patents (1976-2016). Task: Predict the product of the given reaction. (1) Given the reactants [N:1]1[CH:2]=[C:3]([C:10]([NH:12][C:13]2[CH:14]=[C:15]([CH:19]=[CH:20][C:21]=2[CH3:22])[C:16]([OH:18])=O)=[O:11])[N:4]2[CH:9]=[CH:8][CH:7]=[CH:6][C:5]=12.CCN(C(C)C)C(C)C.CN(C(ON1N=NC2C=CC=NC1=2)=[N+](C)C)C.F[P-](F)(F)(F)(F)F.O[N:57]=[C:58]([NH2:66])[C:59]1[CH:64]=[CH:63][CH:62]=[C:61]([CH3:65])[N:60]=1, predict the reaction product. The product is: [CH3:22][C:21]1[CH:20]=[CH:19][C:15]([C:16]2[O:18][N:66]=[C:58]([C:59]3[CH:64]=[CH:63][CH:62]=[C:61]([CH3:65])[N:60]=3)[N:57]=2)=[CH:14][C:13]=1[NH:12][C:10]([C:3]1[N:4]2[CH:9]=[CH:8][CH:7]=[CH:6][C:5]2=[N:1][CH:2]=1)=[O:11]. (2) Given the reactants C(O[C:8]1[CH:18]=[CH:17][C:11]([O:12][CH2:13][CH2:14][CH2:15][NH2:16])=[CH:10][CH:9]=1)CCCCC.[CH3:19][O:20]C1C=CC=CC=1O.BrCCCN1C(=O)C2=CC=CC=C2C1=O, predict the reaction product. The product is: [CH3:19][O:20][C:10]1[CH:9]=[CH:8][CH:18]=[CH:17][C:11]=1[O:12][CH2:13][CH2:14][CH2:15][NH2:16]. (3) Given the reactants [Cl:1][C:2]1[CH:14]=[CH:13][C:5]([CH2:6][CH:7]2[CH2:12][CH2:11][NH:10][CH2:9][CH2:8]2)=[CH:4][CH:3]=1.[Cl:15][CH2:16][C:17](Cl)=[O:18], predict the reaction product. The product is: [Cl:15][CH2:16][C:17]([N:10]1[CH2:9][CH2:8][CH:7]([CH2:6][C:5]2[CH:4]=[CH:3][C:2]([Cl:1])=[CH:14][CH:13]=2)[CH2:12][CH2:11]1)=[O:18]. (4) Given the reactants [NH2:1][C:2]1[C:7]([NH2:8])=[C:6]([C:9]2[CH:14]=[CH:13][C:12]([CH2:15][NH:16][C:17](=[O:23])[O:18][C:19]([CH3:22])([CH3:21])[CH3:20])=[C:11]([F:24])[CH:10]=2)[CH:5]=[CH:4][N:3]=1.[N+:25]([C:28]1[CH:35]=[CH:34][CH:33]=[CH:32][C:29]=1[CH:30]=O)([O-:27])=[O:26], predict the reaction product. The product is: [F:24][C:11]1[CH:10]=[C:9]([C:6]2[CH:5]=[CH:4][N:3]=[C:2]3[NH:1][C:30]([C:29]4[CH:32]=[CH:33][CH:34]=[CH:35][C:28]=4[N+:25]([O-:27])=[O:26])=[N:8][C:7]=23)[CH:14]=[CH:13][C:12]=1[CH2:15][NH:16][C:17](=[O:23])[O:18][C:19]([CH3:20])([CH3:21])[CH3:22]. (5) Given the reactants CC(C)([O-])C.[K+].[CH3:7][C:8]1[CH:9]=[C:10]([OH:14])[CH:11]=[CH:12][CH:13]=1.[CH2:15]([O:17][C:18](=[O:23])[CH:19]=[C:20](Cl)[CH3:21])[CH3:16], predict the reaction product. The product is: [CH2:15]([O:17][C:18](=[O:23])/[CH:19]=[C:20](/[O:14][C:10]1[CH:9]=[C:8]([CH3:7])[CH:13]=[CH:12][CH:11]=1)\[CH3:21])[CH3:16]. (6) Given the reactants [CH3:1][C:2]1([CH3:25])[C:22]2[C:9](=[CH:10][C:11]3[C:12]([CH3:24])([CH3:23])[C:13]4[CH:14]=[CH:15][CH:16]=[CH:17][C:18]=4[NH:19][C:20]=3[CH:21]=2)[C:8]2[C:3]1=[CH:4][CH:5]=[CH:6][CH:7]=2.I[C:27]1[CH:32]=[CH:31][CH:30]=[CH:29][CH:28]=1.C(O[Na])(C)(C)C.C(P(C(C)(C)C)C(C)(C)C)(C)(C)C, predict the reaction product. The product is: [CH3:1][C:2]1([CH3:25])[C:22]2[C:9](=[CH:10][C:11]3[C:12]([CH3:24])([CH3:23])[C:13]4[CH:14]=[CH:15][CH:16]=[CH:17][C:18]=4[N:19]([C:27]4[CH:32]=[CH:31][CH:30]=[CH:29][CH:28]=4)[C:20]=3[CH:21]=2)[C:8]2[C:3]1=[CH:4][CH:5]=[CH:6][CH:7]=2. (7) Given the reactants Cl[C:2]1[C:12]([C:13]#[N:14])=[CH:11][C:5]([C:6]([O:8][CH2:9][CH3:10])=[O:7])=[C:4]([C:15]([F:18])([F:17])[F:16])[N:3]=1.[CH2:19]([S:26]([NH:29][C:30]([CH:32]1[CH2:37][CH2:36][NH:35][CH2:34][CH2:33]1)=[O:31])(=[O:28])=[O:27])[C:20]1[CH:25]=[CH:24][CH:23]=[CH:22][CH:21]=1, predict the reaction product. The product is: [CH2:19]([S:26]([NH:29][C:30]([CH:32]1[CH2:37][CH2:36][N:35]([C:2]2[C:12]([C:13]#[N:14])=[CH:11][C:5]([C:6]([O:8][CH2:9][CH3:10])=[O:7])=[C:4]([C:15]([F:18])([F:17])[F:16])[N:3]=2)[CH2:34][CH2:33]1)=[O:31])(=[O:27])=[O:28])[C:20]1[CH:21]=[CH:22][CH:23]=[CH:24][CH:25]=1. (8) The product is: [CH3:1][O:2][C:3]1[CH:8]=[CH:7][C:6]([C:9]2[C:10]([CH3:16])=[CH:11][C:12](=[O:15])[NH:13][N:14]=2)=[CH:5][CH:4]=1. Given the reactants [CH3:1][O:2][C:3]1[CH:8]=[CH:7][C:6]([C:9]2[CH:10]([CH3:16])[CH2:11][C:12](=[O:15])[NH:13][N:14]=2)=[CH:5][CH:4]=1.[N+](C1C=CC(S([O-])(=O)=O)=CC=1)([O-])=O.[Na+].Cl, predict the reaction product. (9) Given the reactants ClCCl.C(N(CC)CC)C.[I:11][C:12]1[CH:20]=[CH:19][CH:18]=[CH:17][C:13]=1[C:14](Cl)=[O:15].[NH2:21][C:22]1[CH:27]=[CH:26][CH:25]=[CH:24][CH:23]=1, predict the reaction product. The product is: [I:11][C:12]1[CH:20]=[CH:19][CH:18]=[CH:17][C:13]=1[C:14]([NH:21][C:22]1[CH:27]=[CH:26][CH:25]=[CH:24][CH:23]=1)=[O:15]. (10) Given the reactants [NH2:1][CH2:2][CH:3]([C:5]1[CH:10]=[CH:9][CH:8]=[CH:7][CH:6]=1)[OH:4].N(C(OC(C)(C)C)=O)[C@H](C(O)=O)CC1C=CC(O)=CC=1, predict the reaction product. The product is: [NH2:1][CH2:2][C@@H:3]([C:5]1[CH:10]=[CH:9][CH:8]=[CH:7][CH:6]=1)[OH:4].